This data is from Forward reaction prediction with 1.9M reactions from USPTO patents (1976-2016). The task is: Predict the product of the given reaction. (1) Given the reactants [F:1][C:2]([F:34])([F:33])[C:3]1[CH:4]=[C:5]([N:9]2[C:18]3[CH2:17][CH2:16][CH2:15][C:14](=[O:19])[C:13]=3[CH:12]([C:20]3[CH:27]=[CH:26][C:23]([C:24]#[N:25])=[CH:22][C:21]=3[S:28]([CH3:31])(=[O:30])=[O:29])[NH:11][C:10]2=[O:32])[CH:6]=[CH:7][CH:8]=1.Cl[C:36]([O:38][C:39]1[CH:44]=[CH:43][C:42]([N+:45]([O-:47])=[O:46])=[CH:41][CH:40]=1)=[O:37].C(N(CC)CC)C, predict the reaction product. The product is: [C:24]([C:23]1[CH:26]=[CH:27][C:20]([CH:12]2[C:13]3[C:14](=[O:19])[CH2:15][CH2:16][CH2:17][C:18]=3[N:9]([C:5]3[CH:6]=[CH:7][CH:8]=[C:3]([C:2]([F:33])([F:1])[F:34])[CH:4]=3)[C:10](=[O:32])[N:11]2[C:36]([O:38][C:39]2[CH:40]=[CH:41][C:42]([N+:45]([O-:47])=[O:46])=[CH:43][CH:44]=2)=[O:37])=[C:21]([S:28]([CH3:31])(=[O:30])=[O:29])[CH:22]=1)#[N:25]. (2) Given the reactants [CH:1]1[C:13]2[CH:12]([CH2:14][O:15][C:16]([N:18]3[CH2:23][C@@H:22]([C:24](=[O:46])[NH:25][CH2:26][C:27]4([CH2:41][CH2:42][CH2:43][CH2:44][OH:45])[C:40]5[CH:39]=[CH:38][CH:37]=[CH:36][C:35]=5[O:34][C:33]5[C:28]4=[CH:29][CH:30]=[CH:31][CH:32]=5)[CH2:21][C@@H:20]([NH:47][S:48]([C:51]4[CH:56]=[CH:55][C:54]([O:57][CH3:58])=[C:53]([O:59][CH3:60])[CH:52]=4)(=[O:50])=[O:49])[CH2:19]3)=[O:17])[C:11]3[C:6](=[CH:7][CH:8]=[CH:9][CH:10]=3)[C:5]=2[CH:4]=[CH:3][CH:2]=1.CC(OI1(OC(C)=O)(OC(C)=O)OC(=O)C2C=CC=CC1=2)=O, predict the reaction product. The product is: [CH:10]1[C:11]2[CH:12]([CH2:14][O:15][C:16]([N:18]3[CH2:23][C@@H:22]([C:24](=[O:46])[NH:25][CH2:26][C:27]4([CH2:41][CH2:42][CH2:43][CH:44]=[O:45])[C:40]5[CH:39]=[CH:38][CH:37]=[CH:36][C:35]=5[O:34][C:33]5[C:28]4=[CH:29][CH:30]=[CH:31][CH:32]=5)[CH2:21][C@@H:20]([NH:47][S:48]([C:51]4[CH:56]=[CH:55][C:54]([O:57][CH3:58])=[C:53]([O:59][CH3:60])[CH:52]=4)(=[O:50])=[O:49])[CH2:19]3)=[O:17])[C:13]3[C:5](=[CH:4][CH:3]=[CH:2][CH:1]=3)[C:6]=2[CH:7]=[CH:8][CH:9]=1. (3) Given the reactants N[C:2]1[C:3]([C:14]2[C:15]([Cl:34])=[C:16]([NH:21][C:22](=[O:33])[C:23]3[CH:28]=[CH:27][CH:26]=[C:25]([C:29]([F:32])([F:31])[F:30])[CH:24]=3)[CH:17]=[CH:18][C:19]=2[Cl:20])=[CH:4][C:5]2[CH:10]=[N:9][C:8]([S:11][CH3:12])=[N:7][C:6]=2[N:13]=1.N([O-])=[O:36].[Na+], predict the reaction product. The product is: [Cl:34][C:15]1[C:14]([C:3]2[C:2](=[O:36])[NH:13][C:6]3[N:7]=[C:8]([S:11][CH3:12])[N:9]=[CH:10][C:5]=3[CH:4]=2)=[C:19]([Cl:20])[CH:18]=[CH:17][C:16]=1[NH:21][C:22](=[O:33])[C:23]1[CH:28]=[CH:27][CH:26]=[C:25]([C:29]([F:30])([F:31])[F:32])[CH:24]=1. (4) Given the reactants [CH:1]1([C:4]#[CH:5])[CH2:3][CH2:2]1.C([Mg]Cl)CCC.[H-].[Na+].FC(F)(F)CO.[Cl:20][C:21]1[CH:27]=[CH:26][C:24]([NH2:25])=[C:23]([C:28](=[O:33])[C:29]([F:32])([F:31])[F:30])[CH:22]=1, predict the reaction product. The product is: [Cl:20][C:21]1[CH:27]=[CH:26][C:24]([NH2:25])=[C:23]([C@@:28]([C:5]#[C:4][CH:1]2[CH2:3][CH2:2]2)([C:29]([F:31])([F:32])[F:30])[OH:33])[CH:22]=1. (5) The product is: [ClH:13].[C:1]1([C:7]2[N:8]3[C:9]([S:12][C:14]4[CH2:19][CH2:18][CH2:17][CH2:16][C:15]=43)=[N:10][CH:11]=2)[CH:2]=[CH:3][CH:4]=[CH:5][CH:6]=1. Given the reactants [C:1]1([C:7]2[N:8]=[C:9]([SH:12])[NH:10][CH:11]=2)[CH:6]=[CH:5][CH:4]=[CH:3][CH:2]=1.[Cl:13][CH:14]1[CH2:19][CH2:18][CH2:17][CH2:16][C:15]1=O, predict the reaction product. (6) Given the reactants [Cl:1][CH2:2][CH2:3][N:4]([CH2:12][CH2:13][Cl:14])[C:5]1[CH:10]=[CH:9][C:8]([NH2:11])=[CH:7][CH:6]=1.C(N(CC)CC)C.Cl[C:23](Cl)([O:25]C(=O)OC(Cl)(Cl)Cl)Cl, predict the reaction product. The product is: [Cl:1][CH2:2][CH2:3][N:4]([C:5]1[CH:10]=[CH:9][C:8]([N:11]=[C:23]=[O:25])=[CH:7][CH:6]=1)[CH2:12][CH2:13][Cl:14]. (7) Given the reactants [N:1]1([C:6]([O:8][CH2:9][C@@H:10]([N:18]([C:20]([O:22][C:23]([CH3:26])([CH3:25])[CH3:24])=[O:21])[CH3:19])[CH2:11][CH2:12][CH2:13][C:14]([O:16][CH3:17])=[O:15])=[O:7])[CH:5]=[CH:4][N:3]=[CH:2]1.F[P-](F)(F)(F)(F)F.C([O+](CC)CC)C.C1C2[C:45](=[CH:46][CH:47]=[CH:48]C=2)[CH:44]=[C:43](N)N=1, predict the reaction product. The product is: [C:23]([O:22][C:20]([N:18]([CH3:19])[C@H:10]([CH2:9][O:8][C:6](=[O:7])[NH:1][C:2]1[N:3]=[CH:4][C:5]2[C:47]([CH:48]=1)=[CH:46][CH:45]=[CH:44][CH:43]=2)[CH2:11][CH2:12][CH2:13][C:14]([O:16][CH3:17])=[O:15])=[O:21])([CH3:24])([CH3:25])[CH3:26].